Predict the reactants needed to synthesize the given product. From a dataset of Full USPTO retrosynthesis dataset with 1.9M reactions from patents (1976-2016). Given the product [Br:1][C:2]1[CH:3]=[N:4][CH:5]=[C:6]([N+:9]([O-:11])=[O:10])[C:7]=1[N:12]1[CH2:17][CH2:16][CH2:15][C@H:14]([NH:18][C:19](=[O:28])[O:20][CH2:21][C:22]2[CH:27]=[CH:26][CH:25]=[CH:24][CH:23]=2)[CH2:13]1, predict the reactants needed to synthesize it. The reactants are: [Br:1][C:2]1[CH:3]=[N:4][CH:5]=[C:6]([N+:9]([O-:11])=[O:10])[C:7]=1Cl.[NH:12]1[CH2:17][CH2:16][CH2:15][C@H:14]([NH:18][C:19](=[O:28])[O:20][CH2:21][C:22]2[CH:27]=[CH:26][CH:25]=[CH:24][CH:23]=2)[CH2:13]1.C(N(CC)CC)C.